Dataset: Reaction yield outcomes from USPTO patents with 853,638 reactions. Task: Predict the reaction yield, written as a fraction of the theoretical maximum amount of product (1.0 means a 100% yield; for example, 0.34 means a 34% yield). (1) The reactants are [C:1]([NH:5][C:6](=[O:8])[OH:7])([CH3:4])([CH3:3])[CH3:2].[C:9]([NH:13][C:14](=[O:16])[OH:15])([CH3:12])([CH3:11])[CH3:10].Br[CH2:18][C:19]1[CH:20]=[CH:21][C:22]2[O:26][N:25]=[C:24]([NH2:27])[C:23]=2[CH:28]=1.[C:29]1(=[O:39])[C:37]2[C:32](=[CH:33][CH:34]=[CH:35][CH:36]=2)[C:31](=[O:38])[NH:30]1.C([O-])([O-])=O.[Cs+].[Cs+]. The catalyst is CN(C=O)C. The product is [C:1]([NH:5][C:6](=[O:7])[OH:8])([CH3:4])([CH3:3])[CH3:2].[C:9]([NH:13][C:14](=[O:15])[OH:16])([CH3:12])([CH3:11])[CH3:10].[NH2:27][C:24]1[C:23]2[CH:28]=[C:19]([CH2:18][N:30]3[C:31](=[O:38])[C:32]4[C:37](=[CH:36][CH:35]=[CH:34][CH:33]=4)[C:29]3=[O:39])[CH:20]=[CH:21][C:22]=2[O:26][N:25]=1. The yield is 0.888. (2) The reactants are [Mg].II.Br[CH2:5][CH2:6][CH:7]=[CH2:8].CON(C)[C:12](=[O:32])[CH2:13][CH2:14][CH:15]1[CH2:24][C:23]2[C:18](=[CH:19][CH:20]=[CH:21][CH:22]=2)[CH2:17][N:16]1[C:25]([O:27][C:28]([CH3:31])([CH3:30])[CH3:29])=[O:26].[Cl-].[NH4+]. The product is [O:32]=[C:12]([CH2:8][CH2:7][CH:6]=[CH2:5])[CH2:13][CH2:14][CH:15]1[CH2:24][C:23]2[C:18](=[CH:19][CH:20]=[CH:21][CH:22]=2)[CH2:17][N:16]1[C:25]([O:27][C:28]([CH3:30])([CH3:31])[CH3:29])=[O:26]. The catalyst is C1COCC1. The yield is 0.950. (3) The reactants are C([O:5][C:6](=[O:20])[CH2:7][C:8]1([OH:19])[CH2:11][N:10]([C:12]([O:14][C:15]([CH3:18])([CH3:17])[CH3:16])=[O:13])[CH2:9]1)(C)(C)C.Cl.[OH-].[Na+].O(C(OC(C)(C)C)=O)C(OC(C)(C)C)=O. The catalyst is O1CCOCC1. The product is [C:12]([N:10]1[CH2:9][C:8]([CH2:7][C:6]([OH:20])=[O:5])([OH:19])[CH2:11]1)([O:14][C:15]([CH3:18])([CH3:17])[CH3:16])=[O:13]. The yield is 0.940. (4) The reactants are [C:1]([NH:4][C:5]1[CH:6]=[C:7]([CH2:13][C:14](=[O:16])[CH3:15])[CH:8]=[CH:9][C:10]=1[O:11][CH3:12])(=[O:3])[CH3:2].[BH4-].[Na+]. The catalyst is CO. The product is [C:1]([NH:4][C:5]1[CH:6]=[C:7]([CH2:13][CH:14]([OH:16])[CH3:15])[CH:8]=[CH:9][C:10]=1[O:11][CH3:12])(=[O:3])[CH3:2]. The yield is 0.950. (5) The reactants are [N:1]1[N:2]2[CH2:11][CH2:10][CH2:9][C:3]2=[CH:4][C:5]=1[C:6]([O-])=[O:7].[K+].CN(C)C=O.C(Cl)(=O)C(Cl)=O.Cl.[CH3:25][NH:26][O:27][CH3:28].C(N(CC)C(C)C)(C)C. The catalyst is ClCCl.O. The product is [CH3:28][O:27][N:26]([CH3:25])[C:6]([C:5]1[CH:4]=[C:3]2[CH2:9][CH2:10][CH2:11][N:2]2[N:1]=1)=[O:7]. The yield is 0.690. (6) The reactants are [CH3:1][O:2][CH:3]([O:19][CH3:20])[C@@:4]1([CH3:18])[C@@H:9]2[O:10][C@@H:8]2[C:7]2[CH:11]=[C:12]([N+:15]([O-:17])=[O:16])[CH:13]=[CH:14][C:6]=2[O:5]1.[Cl:21]([C:24]1[CH:25]=[C:26]([NH:30][CH2:31][C:32]2[NH:33][CH:34]=[CH:35][N:36]=2)[CH:27]=[CH:28][CH:29]=1)(=O)=O. No catalyst specified. The product is [CH3:1][O:2][CH:3]([O:19][CH3:20])[C@@:4]1([CH3:18])[C@H:9]([OH:10])[C@@H:8]([N:30]([C:26]2[CH:27]=[CH:28][CH:29]=[C:24]([Cl:21])[CH:25]=2)[CH2:31][C:32]2[NH:33][CH:34]=[CH:35][N:36]=2)[C:7]2[CH:11]=[C:12]([N+:15]([O-:17])=[O:16])[CH:13]=[CH:14][C:6]=2[O:5]1. The yield is 0.390. (7) The product is [Br:1][C:2]1[CH:3]=[C:4]([C:11]([N:13]2[CH2:18][C:17]([CH3:19])([CH3:20])[O:16][C:15]3[CH:21]=[CH:22][N:23]=[CH:24][C:14]2=3)=[O:12])[CH:5]=[C:6]([Br:10])[C:7]=1[OH:8]. No catalyst specified. The reactants are [Br:1][C:2]1[CH:3]=[C:4]([C:11]([N:13]2[CH2:18][C:17]([CH3:20])([CH3:19])[O:16][C:15]3[CH:21]=[CH:22][N:23]=[CH:24][C:14]2=3)=[O:12])[CH:5]=[C:6]([Br:10])[C:7]=1[O:8]C.B(Br)(Br)Br. The yield is 0.490. (8) The reactants are [CH2:1]([NH:3][C:4]1[C:13]2[C:8](=[CH:9][CH:10]=[CH:11][CH:12]=2)[CH:7]=[CH:6][CH:5]=1)[CH3:2].C(N(C(C)C)CC)(C)C.Br[CH2:24][CH2:25][CH2:26][C:27]([O:29][CH2:30][CH3:31])=[O:28]. No catalyst specified. The product is [CH2:1]([N:3]([C:4]1[C:13]2[C:8](=[CH:9][CH:10]=[CH:11][CH:12]=2)[CH:7]=[CH:6][CH:5]=1)[CH2:24][CH2:25][CH2:26][C:27]([O:29][CH2:30][CH3:31])=[O:28])[CH3:2]. The yield is 0.320. (9) The reactants are [O:1]1[C:5]2([CH2:10][CH2:9][C:8]([C:11]3[C:19]4[C:14](=[CH:15][CH:16]=[CH:17][CH:18]=4)[NH:13][CH:12]=3)=[CH:7][CH2:6]2)[O:4][CH2:3][CH2:2]1. The catalyst is [Pd].C(O)C. The product is [O:4]1[C:5]2([CH2:6][CH2:7][CH:8]([C:11]3[C:19]4[C:14](=[CH:15][CH:16]=[CH:17][CH:18]=4)[NH:13][CH:12]=3)[CH2:9][CH2:10]2)[O:1][CH2:2][CH2:3]1. The yield is 0.990. (10) The product is [CH2:1]([C:3]1[CH:11]=[CH:10][C:6]([C:7]([O:9][CH3:19])=[O:8])=[CH:5][C:4]=1[N+:12]([O-:14])=[O:13])[CH3:2]. The reactants are [CH2:1]([C:3]1[CH:11]=[CH:10][C:6]([C:7]([OH:9])=[O:8])=[CH:5][C:4]=1[N+:12]([O-:14])=[O:13])[CH3:2].O=S(Cl)Cl.[CH3:19]O. The yield is 0.980. No catalyst specified.